Dataset: Full USPTO retrosynthesis dataset with 1.9M reactions from patents (1976-2016). Task: Predict the reactants needed to synthesize the given product. (1) Given the product [F:25][C:26]1[CH:33]=[CH:32][CH:31]=[CH:30][C:27]=1[CH2:28][N:21]1[CH2:22][CH2:23][O:24][CH:19]([C:17]([NH:16][C:13]2[CH:14]=[C:15]3[C:10](=[CH:11][CH:12]=2)[NH:9][N:8]=[C:7]3[C:4]2[CH:5]=[CH:6][N:1]=[CH:2][CH:3]=2)=[O:18])[CH2:20]1, predict the reactants needed to synthesize it. The reactants are: [N:1]1[CH:6]=[CH:5][C:4]([C:7]2[C:15]3[C:10](=[CH:11][CH:12]=[C:13]([NH:16][C:17]([CH:19]4[O:24][CH2:23][CH2:22][NH:21][CH2:20]4)=[O:18])[CH:14]=3)[NH:9][N:8]=2)=[CH:3][CH:2]=1.[F:25][C:26]1[CH:33]=[CH:32][CH:31]=[CH:30][C:27]=1[CH:28]=O.C(O[BH-](OC(=O)C)OC(=O)C)(=O)C.[Na+].[Na]. (2) The reactants are: [Cl:1][C:2]1[N:11]=[CH:10][C:9]2[NH:8][C:7](=[O:12])[CH:6]3[CH2:13][O:14][CH2:15][CH2:16][N:5]3[C:4]=2[N:3]=1.I[CH2:18][C:19]([O:21][CH2:22][CH3:23])=[O:20].C([O-])([O-])=O.[K+].[K+]. Given the product [Cl:1][C:2]1[N:11]=[CH:10][C:9]2[N:8]([CH2:18][C:19]([O:21][CH2:22][CH3:23])=[O:20])[C:7](=[O:12])[CH:6]3[CH2:13][O:14][CH2:15][CH2:16][N:5]3[C:4]=2[N:3]=1, predict the reactants needed to synthesize it. (3) Given the product [CH:50]([O:49][C:47](=[O:48])[C@@H:46]([N:45]=[P:43]([O:42][C:33]1[C:34]2[C:39](=[CH:38][CH:37]=[CH:36][CH:35]=2)[CH:40]=[CH:41][C:32]=1[O:20][CH2:19][C@:10]1([N:21]=[N+:22]=[N-:23])[C@@H:11]([F:18])[C@@H:12]([O:13][C:14](=[O:17])[CH2:15][CH3:16])[C@H:8]([N:5]2[CH:6]=[CH:7][C:2]([NH2:1])=[N:3][C:4]2=[O:24])[O:9]1)=[O:44])[CH3:53])([CH3:51])[CH3:52], predict the reactants needed to synthesize it. The reactants are: [NH2:1][C:2]1[CH:7]=[CH:6][N:5]([C@H:8]2[C@H:12]([O:13][C:14](=[O:17])[CH2:15][CH3:16])[C@H:11]([F:18])[C@@:10]([N:21]=[N+:22]=[N-:23])([CH2:19][OH:20])[O:9]2)[C:4](=[O:24])[N:3]=1.C([Mg]Cl)(C)(C)C.Cl[C:32]1[CH:41]=[CH:40][C:39]2[C:34](=[CH:35][CH:36]=[CH:37][CH:38]=2)[C:33]=1[O:42][P:43](=[N:45][C@@H:46]([CH3:53])[C:47]([O:49][CH:50]([CH3:52])[CH3:51])=[O:48])=[O:44].CO. (4) Given the product [C:12]([OH:14])(=[O:13])[CH3:11].[C:28]([CH:26]([NH:27][C:2]1[C:11]([C:12]([OH:14])=[O:13])=[CH:10][C:9]2[C:4](=[CH:5][CH:6]=[C:7]([Cl:15])[CH:8]=2)[N:3]=1)[CH2:25][C:24]1[C:31]2[C:21](=[CH:20][CH:19]=[C:18]([O:17][CH3:16])[CH:32]=2)[NH:22][CH:23]=1)([OH:30])=[O:29], predict the reactants needed to synthesize it. The reactants are: Cl[C:2]1[C:11]([C:12]([OH:14])=[O:13])=[CH:10][C:9]2[C:4](=[CH:5][CH:6]=[C:7]([Cl:15])[CH:8]=2)[N:3]=1.[CH3:16][O:17][C:18]1[CH:32]=[C:31]2[C:21]([NH:22][CH:23]=[C:24]2[CH2:25][CH:26]([C:28]([OH:30])=[O:29])[NH2:27])=[CH:20][CH:19]=1.C(Cl)(Cl)Cl. (5) Given the product [CH2:37]([N:22]([CH2:20][CH3:21])[CH2:23][CH2:24][NH:25][C:26]([C:28]1[C:32]([CH3:33])=[C:31](/[CH:34]=[C:12]2\[C:13](=[O:18])[NH:14][C:15]3[C:11]\2=[CH:10][C:9]([B:4]2[O:3][C:2]([CH3:19])([CH3:1])[C:6]([CH3:7])([CH3:8])[O:5]2)=[CH:17][CH:16]=3)[NH:30][C:29]=1[CH3:36])=[O:27])[CH3:38], predict the reactants needed to synthesize it. The reactants are: [CH3:1][C:2]1([CH3:19])[C:6]([CH3:8])([CH3:7])[O:5][B:4]([C:9]2[CH:10]=[C:11]3[C:15](=[CH:16][CH:17]=2)[NH:14][C:13](=[O:18])[CH2:12]3)[O:3]1.[CH2:20]([N:22]([CH2:37][CH3:38])[CH2:23][CH2:24][NH:25][C:26]([C:28]1[C:32]([CH3:33])=[C:31]([CH:34]=O)[NH:30][C:29]=1[CH3:36])=[O:27])[CH3:21].N1CCCCC1.